From a dataset of Cav3 T-type calcium channel HTS with 100,875 compounds. Binary Classification. Given a drug SMILES string, predict its activity (active/inactive) in a high-throughput screening assay against a specified biological target. (1) The molecule is OC(=O)CCn1c2c(nc1C)cccc2. The result is 0 (inactive). (2) The molecule is O1c2cc(CNC(=O)Cn3c(C(=O)c4c(cccc4)C)ccc3)ccc2OC1. The result is 0 (inactive). (3) The molecule is S(=O)(=O)(N1CCN(CC1)C(OCC)=O)c1cc2sc(=O)[nH]c2cc1. The result is 0 (inactive). (4) The drug is s1c(CNc2cc3ncn(c3cc2)c2c(OC)cccc2)ccc1. The result is 0 (inactive). (5) The molecule is Fc1cc(CCN2C(CN=C2N)c2ccccc2)ccc1. The result is 0 (inactive). (6) The drug is Brc1c(cc(OCC(=O)Nc2ccncc2)cc1C)C. The result is 0 (inactive).